Dataset: Forward reaction prediction with 1.9M reactions from USPTO patents (1976-2016). Task: Predict the product of the given reaction. The product is: [CH2:7]([C@@H:4]1[NH:3][C:13](=[O:14])[CH2:12][O:6][CH2:5]1)[CH:8]([CH3:10])[CH3:9]. Given the reactants [H-].[Na+].[NH2:3][C@@H:4]([CH2:7][CH:8]([CH3:10])[CH3:9])[CH2:5][OH:6].Cl[CH2:12][C:13](OCC)=[O:14].[Cl-].[NH4+], predict the reaction product.